From a dataset of Full USPTO retrosynthesis dataset with 1.9M reactions from patents (1976-2016). Predict the reactants needed to synthesize the given product. (1) Given the product [Si:1]([O:8][C@H:9]1[CH2:18][C:17]([CH3:19])([CH3:20])[CH2:16][C:15]2[N:14]=[C:13]([CH:21]([CH3:23])[CH3:22])[C:12]3[C@@H:24]([C:33]4[C:38]([F:39])=[CH:37][C:36]([C:40]([F:42])([F:43])[F:41])=[CH:35][N:34]=4)[O:25][C:26]4([CH2:31][CH2:30][O:29][CH2:28][CH2:27]4)[C:11]=3[C:10]1=2)([C:4]([CH3:7])([CH3:6])[CH3:5])([CH3:2])[CH3:3], predict the reactants needed to synthesize it. The reactants are: [Si:1]([O:8][C@H:9]1[CH2:18][C:17]([CH3:20])([CH3:19])[CH2:16][C:15]2[N:14]=[C:13]([CH:21]([CH3:23])[CH3:22])[C:12]3[C@@H:24]([C:33]4[C:38]([F:39])=[CH:37][C:36]([C:40]([F:43])([F:42])[F:41])=[CH:35][N:34]=4)[O:25][C:26]4([CH2:31][CH2:30][O:29][CH2:28][CH:27]4I)[C:11]=3[C:10]1=2)([C:4]([CH3:7])([CH3:6])[CH3:5])([CH3:3])[CH3:2]. (2) Given the product [CH3:16][O:15][C:13](=[O:14])[CH2:12][C:11]1[C:3]2[C:4](=[CH:5][N:6]=[CH:7][CH:2]=2)[N:9]([CH2:17][C:18]([OH:20])=[O:19])[CH:10]=1, predict the reactants needed to synthesize it. The reactants are: Br[C:2]1[CH:7]=[N:6][C:5](Cl)=[C:4]2[N:9]([CH2:17][C:18]([OH:20])=[O:19])[CH:10]=[C:11]([CH2:12][C:13]([O:15][CH3:16])=[O:14])[C:3]=12. (3) Given the product [Cl:24][C:14]1[CH:13]=[C:12]([C:25]2[CH:26]=[CH:27][C:28]([C:31]([N:33]3[CH2:38][CH2:37][CH:36]([C:39]([F:42])([F:41])[F:40])[CH2:35][CH2:34]3)=[O:32])=[CH:29][CH:30]=2)[CH:11]=[C:10]([Cl:9])[C:15]=1[CH2:16][C@@H:17]1[CH2:21][CH2:20][N:1]([N:2]2[CH2:7][CH2:6][CH:5]([OH:8])[CH2:4][CH2:3]2)[C:18]1=[O:19], predict the reactants needed to synthesize it. The reactants are: [NH2:1][N:2]1[CH2:7][CH2:6][CH:5]([OH:8])[CH2:4][CH2:3]1.[Cl:9][C:10]1[CH:11]=[C:12]([C:25]2[CH:30]=[CH:29][C:28]([C:31]([N:33]3[CH2:38][CH2:37][CH:36]([C:39]([F:42])([F:41])[F:40])[CH2:35][CH2:34]3)=[O:32])=[CH:27][CH:26]=2)[CH:13]=[C:14]([Cl:24])[C:15]=1[CH2:16][C@@H:17]1[CH2:21][CH:20](O)[O:19][C:18]1=O.C(O[BH-](OC(=O)C)OC(=O)C)(=O)C.[Na+]. (4) Given the product [CH3:9][N:11]1[CH2:15][CH2:14][CH2:13][C@@H:12]1[C:16]([C:18]1[C:26]2[C:21](=[CH:22][CH:23]=[C:24]([CH2:27][CH2:28][S:29]([C:32]3[CH:37]=[CH:36][CH:35]=[CH:34][CH:33]=3)(=[O:30])=[O:31])[CH:25]=2)[NH:20][CH:19]=1)=[O:17], predict the reactants needed to synthesize it. The reactants are: C(O[C:9]([N:11]1[CH2:15][CH2:14][CH2:13][C@@H:12]1[C:16]([C:18]1[C:26]2[C:21](=[CH:22][CH:23]=[C:24]([CH2:27][CH2:28][S:29]([C:32]3[CH:37]=[CH:36][CH:35]=[CH:34][CH:33]=3)(=[O:31])=[O:30])[CH:25]=2)[NH:20][CH:19]=1)=[O:17])=O)C1C=CC=CC=1. (5) Given the product [CH3:13][C:14]1[N:15]=[CH:16][N:17]([CH2:19][CH2:20][CH2:21][N:22]2[C:9](=[O:11])[C:5]3[S:6][CH:7]=[CH:8][C:4]=3[NH:1][C:2]2=[S:3])[CH:18]=1, predict the reactants needed to synthesize it. The reactants are: [N:1]([C:4]1[CH:8]=[CH:7][S:6][C:5]=1[C:9]([O:11]C)=O)=[C:2]=[S:3].[CH3:13][C:14]1[N:15]=[CH:16][N:17]([CH2:19][CH2:20][CH2:21][NH2:22])[CH:18]=1. (6) Given the product [CH3:1][O:2][C:3]([C:5]1[CH:9]=[C:8]([Br:10])[N:7]([CH:11]([CH3:13])[CH3:12])[C:6]=1[CH:14]([NH:27][C:26]1[CH:28]=[CH:29][C:30]([F:31])=[C:24]([Cl:23])[CH:25]=1)[C:16]1[CH:21]=[CH:20][C:19]([Cl:22])=[CH:18][N:17]=1)=[O:4], predict the reactants needed to synthesize it. The reactants are: [CH3:1][O:2][C:3]([C:5]1[CH:9]=[C:8]([Br:10])[N:7]([CH:11]([CH3:13])[CH3:12])[C:6]=1[CH:14]([C:16]1[CH:21]=[CH:20][C:19]([Cl:22])=[CH:18][N:17]=1)O)=[O:4].[Cl:23][C:24]1[CH:25]=[C:26]([CH:28]=[CH:29][C:30]=1[F:31])[NH2:27].C(OC(C1C=CN(C(C)C)C=1C(C1C=CC(Cl)=CC=1)O)=O)C.NC1C(=O)N(C)C=C(Cl)C=1. (7) Given the product [F:14][C:11]1[S:10][C:9]([NH2:12])=[N:8][C:7]=1[C:2]1[CH:3]=[CH:4][CH:5]=[CH:6][N:1]=1, predict the reactants needed to synthesize it. The reactants are: [N:1]1[CH:6]=[CH:5][CH:4]=[CH:3][C:2]=1[C:7]1[N:8]=[C:9]([NH2:12])[S:10][CH:11]=1.[B-](F)(F)(F)[F:14].[B-](F)(F)(F)F.C1[N+]2(CCl)CC[N+](F)(CC2)C1. (8) Given the product [NH2:26][C:20]1[C:21]([NH:25][C:41](=[O:42])[CH2:40][O:39][CH3:38])=[C:22]([NH2:24])[N:23]=[C:18]([C:11]2[C:12]3[C:17](=[CH:16][CH:15]=[CH:14][CH:13]=3)[N:9]([CH2:8][C:7]3[C:6]([F:30])=[CH:5][C:4]([O:3][CH2:1][CH3:2])=[CH:28][C:27]=3[F:29])[N:10]=2)[N:19]=1, predict the reactants needed to synthesize it. The reactants are: [CH2:1]([O:3][C:4]1[CH:28]=[C:27]([F:29])[C:7]([CH2:8][N:9]2[C:17]3[C:12](=[CH:13][CH:14]=[CH:15][CH:16]=3)[C:11]([C:18]3[N:23]=[C:22]([NH2:24])[C:21]([NH2:25])=[C:20]([NH2:26])[N:19]=3)=[N:10]2)=[C:6]([F:30])[CH:5]=1)[CH3:2].C(N(CC)CC)C.[CH3:38][O:39][CH2:40][C:41](Cl)=[O:42]. (9) Given the product [C:1]1([B:11]([OH:14])[OH:12])[CH:5]=[CH:9][CH:8]=[CH:3][CH:2]=1, predict the reactants needed to synthesize it. The reactants are: [CH2:1]1[CH2:5]O[CH2:3][CH2:2]1.C([Li])([CH2:8][CH3:9])C.[B:11](OC)([O:14]C)[O:12]C.Cl.